This data is from Reaction yield outcomes from USPTO patents with 853,638 reactions. The task is: Predict the reaction yield, written as a fraction of the theoretical maximum amount of product (1.0 means a 100% yield; for example, 0.34 means a 34% yield). (1) The reactants are Cl[C:2]1[CH:3]=[C:4]2[C:9](=[CH:10][N:11]=1)[N:8]=[C:7]([C:12]1[CH:17]=[C:16]([F:18])[CH:15]=[CH:14][C:13]=1[CH3:19])[CH:6]=[C:5]2[CH3:20].[CH:21]1([C:24]([NH2:26])=[O:25])[CH2:23][CH2:22]1.O1CCOCC1.C1(P(C2C=CC=CC=2)C2C3OC4C(=CC=CC=4P(C4C=CC=CC=4)C4C=CC=CC=4)C(C)(C)C=3C=CC=2)C=CC=CC=1.C(=O)([O-])[O-].[Cs+].[Cs+]. The catalyst is C(OCC)(=O)C.C([O-])(=O)C.[Pd+2].C([O-])(=O)C. The product is [F:18][C:16]1[CH:15]=[CH:14][C:13]([CH3:19])=[C:12]([C:7]2[CH:6]=[C:5]([CH3:20])[C:4]3[C:9](=[CH:10][N:11]=[C:2]([NH:26][C:24]([CH:21]4[CH2:23][CH2:22]4)=[O:25])[CH:3]=3)[N:8]=2)[CH:17]=1. The yield is 0.780. (2) The reactants are [CH:14]1[CH:19]=[CH:18][C:17](P([C:14]2[CH:19]=[CH:18][CH:17]=[CH:16][CH:15]=2)[C:14]2[CH:19]=[CH:18][CH:17]=[CH:16][CH:15]=2)=[CH:16][CH:15]=1.N(C(OCC)=O)=NC(O[CH2:25][CH3:26])=O.[I:32][C:33]1[CH:38]=[CH:37][C:36]([OH:39])=[C:35]([CH3:40])[CH:34]=1. The catalyst is C1COCC1. The product is [I:32][C:33]1[CH:38]=[CH:37][C:36]([O:39][C@@H:25]([C:14]2[CH:15]=[CH:16][CH:17]=[CH:18][CH:19]=2)[CH3:26])=[C:35]([CH3:40])[CH:34]=1. The yield is 0.500. (3) The yield is 0.200. The reactants are OC1C(=O)NN=C(CCC2C=CC=CC=2)C=1.C([O:24][C:25]1[N:26]=[N:27][C:28]([C:39]2([C:42]3[CH:47]=[CH:46][C:45]([C:48]([F:51])([F:50])[F:49])=[CH:44][CH:43]=3)[CH2:41][CH2:40]2)=[CH:29][C:30]=1[O:31]CC1C=CC=CC=1)C1C=CC=CC=1. No catalyst specified. The product is [OH:31][C:30]1[C:25](=[O:24])[NH:26][N:27]=[C:28]([C:39]2([C:42]3[CH:47]=[CH:46][C:45]([C:48]([F:50])([F:49])[F:51])=[CH:44][CH:43]=3)[CH2:40][CH2:41]2)[CH:29]=1. (4) The reactants are [CH2:1]([OH:9])[CH2:2][C:3]1[CH:8]=[CH:7][CH:6]=[CH:5][CH:4]=1.[C:10]([O-:13])([O-])=O.[K+].[K+].ClC1[S:18][C:19]2[CH:25]=[C:24]([CH3:26])[CH:23]=[CH:22][C:20]=2[N:21]=1.[OH-].[Na+].C(OC(C)C)(=O)C. The catalyst is CC#N. The product is [CH3:26][C:24]1[CH:23]=[CH:22][C:20]2[N:21]=[C:10]([O:13][C:6]3[CH:7]=[CH:8][C:3]([CH2:2][CH2:1][OH:9])=[CH:4][CH:5]=3)[S:18][C:19]=2[CH:25]=1. The yield is 0.630. (5) The reactants are [CH2:1]([C:4]1[CH:5]=[N:6][C:7]([N:10]2[CH2:15][CH2:14][CH:13]([O:16][C:17]3[S:18][C:19]4[CH:25]=[C:24]([C:26]5[CH2:27][CH2:28][NH:29][CH2:30][CH:31]=5)[CH:23]=[CH:22][C:20]=4[N:21]=3)[CH2:12][CH2:11]2)=[N:8][CH:9]=1)[CH2:2][CH3:3].C(N(CC)CC)C.Cl[S:40]([CH2:43][CH2:44][CH2:45][C:46]([O:48][CH3:49])=[O:47])(=[O:42])=[O:41]. The catalyst is C(Cl)Cl. The product is [CH2:1]([C:4]1[CH:5]=[N:6][C:7]([N:10]2[CH2:15][CH2:14][CH:13]([O:16][C:17]3[S:18][C:19]4[CH:25]=[C:24]([C:26]5[CH2:27][CH2:28][N:29]([S:40]([CH2:43][CH2:44][CH2:45][C:46]([O:48][CH3:49])=[O:47])(=[O:42])=[O:41])[CH2:30][CH:31]=5)[CH:23]=[CH:22][C:20]=4[N:21]=3)[CH2:12][CH2:11]2)=[N:8][CH:9]=1)[CH2:2][CH3:3]. The yield is 0.410. (6) The reactants are [N:1]1[CH:6]=[CH:5][CH:4]=[C:3]([S:7]([O:10][C:11]2[CH:16]=[CH:15][C:14]([C:17]3[N:21]([C:22]4[CH:27]=[CH:26][C:25]([Cl:28])=[CH:24][C:23]=4[Cl:29])[N:20]=[C:19]([C:30]([NH:32][N:33]4[CH2:38][CH2:37][CH2:36][CH2:35][CH2:34]4)=[O:31])[C:18]=3[CH3:39])=[CH:13][CH:12]=2)(=[O:9])=[O:8])[CH:2]=1. The catalyst is Cl.C(O)(=O)C. The product is [ClH:28].[N:1]1[CH:6]=[CH:5][CH:4]=[C:3]([S:7]([O:10][C:11]2[CH:12]=[CH:13][C:14]([C:17]3[N:21]([C:22]4[CH:27]=[CH:26][C:25]([Cl:28])=[CH:24][C:23]=4[Cl:29])[N:20]=[C:19]([C:30]([NH:32][N:33]4[CH2:34][CH2:35][CH2:36][CH2:37][CH2:38]4)=[O:31])[C:18]=3[CH3:39])=[CH:15][CH:16]=2)(=[O:9])=[O:8])[CH:2]=1. The yield is 0.998. (7) The reactants are [CH3:1][N:2]1[CH:6]=[C:5]([C:7]2[CH:8]=[CH:9][C:10]3[N:11]([C:13]([SH:16])=[N:14][N:15]=3)[CH:12]=2)[CH:4]=[N:3]1.Br[C:18]1[CH:19]=[C:20]2[C:25](=[CH:26][CH:27]=1)[N:24]=[CH:23][C:22]([N:28]1[CH2:33][CH2:32][O:31][CH2:30][CH2:29]1)=[C:21]2[Cl:34].C1(P(C2C=CC=CC=2)C2C3OC4C(=CC=CC=4P(C4C=CC=CC=4)C4C=CC=CC=4)C(C)(C)C=3C=CC=2)C=CC=CC=1.C(N(CC)C(C)C)(C)C. The catalyst is CN(C)C=O.C1C=CC(/C=C/C(/C=C/C2C=CC=CC=2)=O)=CC=1.C1C=CC(/C=C/C(/C=C/C2C=CC=CC=2)=O)=CC=1.C1C=CC(/C=C/C(/C=C/C2C=CC=CC=2)=O)=CC=1.[Pd].[Pd]. The product is [Cl:34][C:21]1[C:20]2[C:25](=[CH:26][CH:27]=[C:18]([S:16][C:13]3[N:11]4[CH:12]=[C:7]([C:5]5[CH:4]=[N:3][N:2]([CH3:1])[CH:6]=5)[CH:8]=[CH:9][C:10]4=[N:15][N:14]=3)[CH:19]=2)[N:24]=[CH:23][C:22]=1[N:28]1[CH2:29][CH2:30][O:31][CH2:32][CH2:33]1. The yield is 0.100. (8) The reactants are C=CC([O:6][C:7]1[CH:12]=[CH:11][CH:10]=[CH:9][C:8]=1[CH2:13][C:14]([O:16][CH3:17])=[O:15])CC. The catalyst is CN1CCCC1=O.C(OCC)(=O)C. The product is [OH:6][C:7]1[C:12]([CH2:9]/[CH:8]=[CH:7]/[CH2:12][CH3:11])=[CH:11][CH:10]=[CH:9][C:8]=1[CH2:13][C:14]([O:16][CH3:17])=[O:15]. The yield is 0.370.